Dataset: Reaction yield outcomes from USPTO patents with 853,638 reactions. Task: Predict the reaction yield, written as a fraction of the theoretical maximum amount of product (1.0 means a 100% yield; for example, 0.34 means a 34% yield). (1) The reactants are [CH2:1]([N:8]([CH2:38][C:39]1[CH:44]=[CH:43][CH:42]=[CH:41][CH:40]=1)[CH:9]1[CH2:13][CH:12]([C:14](=O)[CH2:15][NH:16][C:17]2[N:18]=[C:19]3[CH:25]=[CH:24][N:23]([S:26]([C:29]4[CH:35]=[CH:34][C:32]([CH3:33])=[CH:31][CH:30]=4)(=[O:28])=[O:27])[C:20]3=[N:21][CH:22]=2)[CH:11]([CH3:37])[CH2:10]1)[C:2]1[CH:7]=[CH:6][CH:5]=[CH:4][CH:3]=1.COC1C=CC(P2(SP(C3C=CC(OC)=CC=3)(=S)S2)=S)=CC=1. The catalyst is O1CCOCC1. The product is [CH2:1]([N:8]([CH2:38][C:39]1[CH:44]=[CH:43][CH:42]=[CH:41][CH:40]=1)[CH:9]1[CH2:13][CH:12]([C:14]2[N:18]3[C:19]4[CH:25]=[CH:24][N:23]([S:26]([C:29]5[CH:35]=[CH:34][C:32]([CH3:33])=[CH:31][CH:30]=5)(=[O:28])=[O:27])[C:20]=4[N:21]=[CH:22][C:17]3=[N:16][CH:15]=2)[CH:11]([CH3:37])[CH2:10]1)[C:2]1[CH:7]=[CH:6][CH:5]=[CH:4][CH:3]=1. The yield is 0.870. (2) The reactants are [NH2:1][C:2]1[C:11]2[C:6](=[C:7](Br)[CH:8]=[CH:9][CH:10]=2)[N:5]=[N:4][C:3]=1[C:13]([NH:15][CH2:16][CH2:17][CH3:18])=[O:14].[N:19]1[CH:24]=[CH:23][CH:22]=[C:21](B(O)O)[CH:20]=1. The product is [NH2:1][C:2]1[C:11]2[C:6](=[C:7]([C:21]3[CH:20]=[N:19][CH:24]=[CH:23][CH:22]=3)[CH:8]=[CH:9][CH:10]=2)[N:5]=[N:4][C:3]=1[C:13]([NH:15][CH2:16][CH2:17][CH3:18])=[O:14]. No catalyst specified. The yield is 0.740. (3) The reactants are [OH:1][C:2]1[CH:9]=[CH:8][C:5]([CH:6]=[O:7])=[CH:4][CH:3]=1.[CH3:10][O:11][C:12]1[CH:19]=[CH:18][C:15]([CH2:16]Cl)=[CH:14][CH:13]=1.C(=O)([O-])[O-].[K+].[K+]. The catalyst is CN(C=O)C. The product is [CH3:10][O:11][C:12]1[CH:19]=[CH:18][C:15]([CH2:16][O:1][C:2]2[CH:9]=[CH:8][C:5]([CH:6]=[O:7])=[CH:4][CH:3]=2)=[CH:14][CH:13]=1. The yield is 0.980.